From a dataset of Merck oncology drug combination screen with 23,052 pairs across 39 cell lines. Regression. Given two drug SMILES strings and cell line genomic features, predict the synergy score measuring deviation from expected non-interaction effect. (1) Drug 1: CN1C(=O)C=CC2(C)C3CCC4(C)C(NC(=O)OCC(F)(F)F)CCC4C3CCC12. Drug 2: CS(=O)(=O)CCNCc1ccc(-c2ccc3ncnc(Nc4ccc(OCc5cccc(F)c5)c(Cl)c4)c3c2)o1. Cell line: SKOV3. Synergy scores: synergy=9.81. (2) Drug 1: CCC1(O)CC2CN(CCc3c([nH]c4ccccc34)C(C(=O)OC)(c3cc4c(cc3OC)N(C)C3C(O)(C(=O)OC)C(OC(C)=O)C5(CC)C=CCN6CCC43C65)C2)C1. Drug 2: Cn1nnc2c(C(N)=O)ncn2c1=O. Cell line: NCIH460. Synergy scores: synergy=-28.1. (3) Drug 1: CN(Cc1cnc2nc(N)nc(N)c2n1)c1ccc(C(=O)NC(CCC(=O)O)C(=O)O)cc1. Drug 2: CC1(c2nc3c(C(N)=O)cccc3[nH]2)CCCN1. Cell line: A2780. Synergy scores: synergy=-4.22.